The task is: Predict the product of the given reaction.. This data is from Forward reaction prediction with 1.9M reactions from USPTO patents (1976-2016). (1) Given the reactants [N+:1]([C:4]1[CH:9]=[CH:8][C:7]([N:10]2[CH:15]=[CH:14][N:13]=[CH:12][C:11]2=[O:16])=[CH:6][CH:5]=1)([O-])=O, predict the reaction product. The product is: [NH2:1][C:4]1[CH:5]=[CH:6][C:7]([N:10]2[CH:15]=[CH:14][N:13]=[CH:12][C:11]2=[O:16])=[CH:8][CH:9]=1. (2) Given the reactants [OH:1][CH2:2][C@H:3]([N:8]1[C:16](=[O:17])[C:15]2[C:10](=[CH:11][CH:12]=[CH:13][CH:14]=2)[C:9]1=[O:18])[CH2:4][CH:5]([CH3:7])[CH3:6].[CH3:19]N(C)P(N(C)C)(N(C)C)=O.[H-].[Na+].IC, predict the reaction product. The product is: [CH3:19][O:1][CH2:2][C@H:3]([N:8]1[C:9](=[O:18])[C:10]2[C:15](=[CH:14][CH:13]=[CH:12][CH:11]=2)[C:16]1=[O:17])[CH2:4][CH:5]([CH3:7])[CH3:6]. (3) Given the reactants [Cl:1][C:2]1[CH:7]=[CH:6][C:5]([N:8]2[CH2:13][CH2:12][N:11]([CH2:14][CH:15]([CH3:38])[C:16]([N:18]3[CH2:23][CH2:22][CH:21]([NH:24][C:25]4[CH:30]=[CH:29][C:28]([N+:31]([O-:33])=[O:32])=[C:27]([C:34]([F:37])([F:36])[F:35])[CH:26]=4)[CH2:20][CH2:19]3)=O)[CH2:10][CH2:9]2)=[CH:4][CH:3]=1.COC1C=CC(P2(SP(C3C=CC(OC)=CC=3)(=S)S2)=[S:48])=CC=1, predict the reaction product. The product is: [Cl:1][C:2]1[CH:7]=[CH:6][C:5]([N:8]2[CH2:13][CH2:12][N:11]([CH2:14][CH:15]([CH3:38])[C:16]([N:18]3[CH2:23][CH2:22][CH:21]([NH:24][C:25]4[CH:30]=[CH:29][C:28]([N+:31]([O-:33])=[O:32])=[C:27]([C:34]([F:37])([F:36])[F:35])[CH:26]=4)[CH2:20][CH2:19]3)=[S:48])[CH2:10][CH2:9]2)=[CH:4][CH:3]=1. (4) Given the reactants [CH3:1][O-:2].[Na+].CO.[NH2:6][C:7]1[C:12]([N+:13]([O-:15])=[O:14])=[CH:11][CH:10]=[C:9](Cl)[N:8]=1, predict the reaction product. The product is: [NH2:6][C:7]1[C:12]([N+:13]([O-:15])=[O:14])=[CH:11][CH:10]=[C:9]([O:2][CH3:1])[N:8]=1.